This data is from Forward reaction prediction with 1.9M reactions from USPTO patents (1976-2016). The task is: Predict the product of the given reaction. The product is: [C:8]([NH:1][CH2:2][CH2:3][CH2:4][CH2:5][CH2:6][OH:7])([O:10][C:11]([CH3:14])([CH3:13])[CH3:12])=[O:9]. Given the reactants [NH2:1][CH2:2][CH2:3][CH2:4][CH2:5][CH2:6][OH:7].[C:8](O[C:8]([O:10][C:11]([CH3:14])([CH3:13])[CH3:12])=[O:9])([O:10][C:11]([CH3:14])([CH3:13])[CH3:12])=[O:9], predict the reaction product.